From a dataset of Catalyst prediction with 721,799 reactions and 888 catalyst types from USPTO. Predict which catalyst facilitates the given reaction. (1) The catalyst class is: 14. Product: [OH:32][CH:21]1[C:22]2[C@H:27]([CH2:26][CH2:25][C:24](=[O:31])[CH:23]=2)[C@@H:28]2[C@H:19]([C@H:18]3[C@@:15]([CH2:30][CH2:29]2)([CH2:16][CH3:17])[C:14](=[O:33])[CH:13]=[CH:12]3)[CH2:20]1. Reactant: C(N(CC)CC)C.C(O[C@@H:12]1[C@H:18]2[C@H:19]3[C@H:28]([CH2:29][CH2:30][C@:15]2([CH2:16][CH3:17])[C:14](=[O:33])[CH2:13]1)[C@@H:27]1[C:22](=[CH:23][C:24](=[O:31])[CH2:25][CH2:26]1)[CH:21]([OH:32])[CH2:20]3)(=O)C.O. (2) Product: [Cl:23][C:24]1[N:29]=[C:28]([N:20]2[CH2:21][CH2:22][C@H:18]([S:15]([C:10]3[CH:11]=[CH:12][CH:13]=[CH:14][C:9]=3[Cl:8])(=[O:16])=[O:17])[CH2:19]2)[CH:27]=[CH:26][N:25]=1. Reactant: OC(C(F)(F)F)=O.[Cl:8][C:9]1[CH:14]=[CH:13][CH:12]=[CH:11][C:10]=1[S:15]([C@H:18]1[CH2:22][CH2:21][NH:20][CH2:19]1)(=[O:17])=[O:16].[Cl:23][C:24]1[N:29]=[C:28](Cl)[CH:27]=[CH:26][N:25]=1.[F-].[K+]. The catalyst class is: 10. (3) Reactant: [F:1][C:2]1[CH:3]=[C:4]([CH:34]=[CH:35][CH:36]=1)[O:5][C@@H:6]1[CH2:11][N:10]([C:12]([O:14][CH3:15])=[O:13])[C@H:9]([C:16]([N:18]2[CH2:23][CH2:22][N:21]([C:24]3[CH:29]=[CH:28][CH:27]=[CH:26][CH:25]=3)[CH2:20][CH2:19]2)=[O:17])[C@@H:8]([C:30]([O:32]C)=O)[CH2:7]1.[OH:37][NH2:38].Cl.C[O-].[Na+]. Product: [F:1][C:2]1[CH:3]=[C:4]([CH:34]=[CH:35][CH:36]=1)[O:5][C@@H:6]1[CH2:11][N:10]([C:12]([O:14][CH3:15])=[O:13])[C@H:9]([C:16]([N:18]2[CH2:23][CH2:22][N:21]([C:24]3[CH:25]=[CH:26][CH:27]=[CH:28][CH:29]=3)[CH2:20][CH2:19]2)=[O:17])[C@@H:8]([C:30]([NH:38][OH:37])=[O:32])[CH2:7]1. The catalyst class is: 5. (4) Product: [C:5]([OH:13])(=[O:12])[CH3:6].[O:16]([C:17]1[C:21]([CH2:22][C:23]2[CH:28]=[CH:27][C:26](/[CH:29]=[CH:30]/[CH2:31][CH2:32][N:33]3[CH2:38][CH2:37][CH2:36][C:35]4([CH2:39][CH2:40][NH:41][CH2:42][CH2:43]4)[CH2:34]3)=[CH:25][C:24]=2[CH3:44])=[C:20]([CH:45]([CH3:47])[CH3:46])[NH:19][N:18]=1)[C@@H:15]1[O:48][C@H:49]([CH2:70][OH:71])[C@@H:50]([OH:61])[C@H:51]([OH:52])[C@H:14]1[OH:13]. The catalyst class is: 5. Reactant: [OH-].[Na+].Cl.Cl.[C:5]([O:13][C@@H:14]1[C@@H:51]([O:52]C(=O)C2C=CC=CC=2)[C@H:50]([O:61]C(=O)C2C=CC=CC=2)[C@@H:49]([CH2:70][O:71]C(=O)C2C=CC=CC=2)[O:48][C@H:15]1[O:16][C:17]1[C:21]([CH2:22][C:23]2[CH:28]=[CH:27][C:26](/[CH:29]=[CH:30]/[CH2:31][CH2:32][N:33]3[CH2:38][CH2:37][CH2:36][C:35]4([CH2:43][CH2:42][NH:41][CH2:40][CH2:39]4)[CH2:34]3)=[CH:25][C:24]=2[CH3:44])=[C:20]([CH:45]([CH3:47])[CH3:46])[NH:19][N:18]=1)(=[O:12])[C:6]1C=CC=CC=1. (5) Reactant: [CH2:1]([N:3]1[C:12]2[C:7](=[CH:8][CH:9]=[C:10]([C:13]3[CH:14]=[N:15][C:16]([NH:28][C:29](=[O:33])[NH:30][CH2:31][CH3:32])=[CH:17][C:18]=3[C:19]3[S:20][CH:21]=[C:22]([C:24]([F:27])([F:26])[F:25])[N:23]=3)[CH:11]=2)[C:6](=[O:34])[C:5]([C:35](O)=[O:36])=[CH:4]1)[CH3:2].C(N(CC)CC)C.CN(C(ON1N=NC2C=CC=NC1=2)=[N+](C)C)C.F[P-](F)(F)(F)(F)F.[P:69]([OH:77])([OH:76])([O:71][CH2:72][CH2:73][CH2:74][NH2:75])=[O:70]. Product: [P:69]([OH:77])([OH:76])([O:71][CH2:72][CH2:73][CH2:74][NH:75][C:35]([C:5]1[C:6](=[O:34])[C:7]2[C:12](=[CH:11][C:10]([C:13]3[CH:14]=[N:15][C:16]([NH:28][C:29](=[O:33])[NH:30][CH2:31][CH3:32])=[CH:17][C:18]=3[C:19]3[S:20][CH:21]=[C:22]([C:24]([F:25])([F:26])[F:27])[N:23]=3)=[CH:9][CH:8]=2)[N:3]([CH2:1][CH3:2])[CH:4]=1)=[O:36])=[O:70]. The catalyst class is: 9. (6) Reactant: [F:1][C:2]1[CH:7]=[C:6]([F:8])[CH:5]=[CH:4][C:3]=1[N:9]1[C:17](=[O:18])[C:16]2[C@@H:15]3[C:19]([CH3:21])([CH3:20])[C@@:12]([CH3:22])([CH2:13][CH2:14]3)[C:11]=2[NH:10]1.[CH2:23](I)[CH3:24]. Product: [F:1][C:2]1[CH:7]=[C:6]([F:8])[CH:5]=[CH:4][C:3]=1[N:9]1[C:17](=[O:18])[C:16]2[C@@H:15]3[C:19]([CH3:21])([CH3:20])[C@@:12]([CH3:22])([CH2:13][CH2:14]3)[C:11]=2[N:10]1[CH2:23][CH3:24]. The catalyst class is: 9.